From a dataset of Experimental lipophilicity measurements (octanol/water distribution) for 4,200 compounds from AstraZeneca. Regression/Classification. Given a drug SMILES string, predict its absorption, distribution, metabolism, or excretion properties. Task type varies by dataset: regression for continuous measurements (e.g., permeability, clearance, half-life) or binary classification for categorical outcomes (e.g., BBB penetration, CYP inhibition). For this dataset (lipophilicity_astrazeneca), we predict Y. The drug is CC(C)N1CCN(C(=O)NCc2ccc(Cl)c(Cl)c2)CC1. The Y is 2.75 logD.